This data is from Full USPTO retrosynthesis dataset with 1.9M reactions from patents (1976-2016). The task is: Predict the reactants needed to synthesize the given product. The reactants are: [Cl:1][C:2]1[CH:9]=[C:8]([N:10]([CH2:16][C:17]2[CH:22]=[C:21]([F:23])[CH:20]=[CH:19][C:18]=2[CH3:24])[C@H:11]2[CH2:15][CH2:14][NH:13][CH2:12]2)[CH:7]=[CH:6][C:3]=1[C:4]#[N:5].[CH2:25]([S:28](Cl)(=[O:30])=[O:29])[CH2:26][CH3:27]. Given the product [Cl:1][C:2]1[CH:9]=[C:8]([N:10]([CH2:16][C:17]2[CH:22]=[C:21]([F:23])[CH:20]=[CH:19][C:18]=2[CH3:24])[C@H:11]2[CH2:15][CH2:14][N:13]([S:28]([CH2:25][CH2:26][CH3:27])(=[O:30])=[O:29])[CH2:12]2)[CH:7]=[CH:6][C:3]=1[C:4]#[N:5], predict the reactants needed to synthesize it.